Dataset: Forward reaction prediction with 1.9M reactions from USPTO patents (1976-2016). Task: Predict the product of the given reaction. (1) Given the reactants [Cl:1][CH2:2][C:3]1[CH:11]=[CH:10][C:6]([C:7](Cl)=[O:8])=[CH:5][CH:4]=1.[NH2:12][C:13]1[CH:14]=[C:15]([NH:20][C:21](=[O:28])[C:22]2[CH:27]=[CH:26][CH:25]=[CH:24][CH:23]=2)[CH:16]=[CH:17][C:18]=1[CH3:19], predict the reaction product. The product is: [C:21]([NH:20][C:15]1[CH:16]=[CH:17][C:18]([CH3:19])=[C:13]([NH:12][C:7](=[O:8])[C:6]2[CH:10]=[CH:11][C:3]([CH2:2][Cl:1])=[CH:4][CH:5]=2)[CH:14]=1)(=[O:28])[C:22]1[CH:23]=[CH:24][CH:25]=[CH:26][CH:27]=1. (2) Given the reactants [CH2:1]([NH:3][C:4]1[N:9]=[C:8]([O:10]C)[C:7]([C:12]2[CH:17]=[CH:16][C:15]([O:18][C:19]3[CH:24]=[CH:23][N:22]=[C:21]([C:25]4[CH:26]=[N:27][C:28]([CH3:31])=[CH:29][CH:30]=4)[CH:20]=3)=[C:14]([CH3:32])[N:13]=2)=[CH:6][N:5]=1)[CH3:2].Br, predict the reaction product. The product is: [CH2:1]([NH:3][C:4]1[NH:9][C:8](=[O:10])[C:7]([C:12]2[CH:17]=[CH:16][C:15]([O:18][C:19]3[CH:24]=[CH:23][N:22]=[C:21]([C:25]4[CH:26]=[N:27][C:28]([CH3:31])=[CH:29][CH:30]=4)[CH:20]=3)=[C:14]([CH3:32])[N:13]=2)=[CH:6][N:5]=1)[CH3:2]. (3) Given the reactants C[O:2][C:3](=[O:23])[CH:4]([C:11]1[CH:16]=[CH:15][C:14]([C:17]#[C:18][CH2:19][CH:20]([OH:22])[CH3:21])=[CH:13][CH:12]=1)[CH2:5][CH:6]1[CH2:10][CH2:9][CH2:8][CH2:7]1.[OH-].[Li+], predict the reaction product. The product is: [CH:6]1([CH2:5][CH:4]([C:11]2[CH:16]=[CH:15][C:14]([C:17]#[C:18][CH2:19][CH:20]([OH:22])[CH3:21])=[CH:13][CH:12]=2)[C:3]([OH:23])=[O:2])[CH2:10][CH2:9][CH2:8][CH2:7]1. (4) The product is: [NH2:8][C:6]1[CH:5]=[CH:4][C:3]([N:11]2[CH2:12][CH2:13][CH:14]([N:17]3[C:22]4[CH:23]=[CH:24][CH:25]=[CH:26][C:21]=4[CH2:20][O:19][C:18]3=[O:27])[CH2:15][CH2:16]2)=[C:2]([Cl:1])[CH:7]=1. Given the reactants [Cl:1][C:2]1[CH:7]=[C:6]([N+:8]([O-])=O)[CH:5]=[CH:4][C:3]=1[N:11]1[CH2:16][CH2:15][CH:14]([N:17]2[C:22]3[CH:23]=[CH:24][CH:25]=[CH:26][C:21]=3[CH2:20][O:19][C:18]2=[O:27])[CH2:13][CH2:12]1, predict the reaction product. (5) Given the reactants [C:1]1([C:7]2[C:16]3[C:11](=[CH:12][CH:13]=[CH:14][CH:15]=3)[CH:10]=[CH:9][N:8]=2)[CH:6]=[CH:5][CH:4]=[CH:3][CH:2]=1.C/C(/O)=C/C(C)=O.C/C(/O)=C/C(C)=O.C/C(/O)=C/C(C)=O.[Ir:38].Cl, predict the reaction product. The product is: [C:1]1([C:7]2[C:16]3[C:11](=[CH:12][CH:13]=[CH:14][CH:15]=3)[CH:10]=[CH:9][N:8]=2)[CH:2]=[CH:3][CH:4]=[CH:5][CH:6]=1.[C:1]1([C:7]2[C:16]3[C:11](=[CH:12][CH:13]=[CH:14][CH:15]=3)[CH:10]=[CH:9][N:8]=2)[CH:2]=[CH:3][CH:4]=[CH:5][CH:6]=1.[C:1]1([C:7]2[C:16]3[C:11](=[CH:12][CH:13]=[CH:14][CH:15]=3)[CH:10]=[CH:9][N:8]=2)[CH:2]=[CH:3][CH:4]=[CH:5][CH:6]=1.[Ir+3:38].